From a dataset of Forward reaction prediction with 1.9M reactions from USPTO patents (1976-2016). Predict the product of the given reaction. (1) Given the reactants Cl.[Cl:2][C:3]1[CH:8]=[CH:7][CH:6]=[CH:5][C:4]=1[NH:9][NH2:10].C(=O)([O-])[O-].[K+].[K+].[C:17]([O:21][C:22](O[C:22]([O:21][C:17]([CH3:20])([CH3:19])[CH3:18])=[O:23])=[O:23])([CH3:20])([CH3:19])[CH3:18], predict the reaction product. The product is: [C:17]([O:21][C:22]([NH:10][NH:9][C:4]1[CH:5]=[CH:6][CH:7]=[CH:8][C:3]=1[Cl:2])=[O:23])([CH3:20])([CH3:19])[CH3:18]. (2) Given the reactants [CH2:1]([O:3][C:4]([C:6]1[NH:7][C:8]2[C:13]([CH:14]=1)=[CH:12][C:11]([C:15]1[CH:20]=[CH:19][N:18]=[CH:17][CH:16]=1)=[CH:10][CH:9]=2)=[O:5])[CH3:2].[CH2:21]([Br:28])[C:22]1[CH:27]=[CH:26][CH:25]=[CH:24][CH:23]=1.C(OCC)(=O)C, predict the reaction product. The product is: [Br-:28].[CH2:21]([N+:18]1[CH:19]=[CH:20][C:15]([C:11]2[CH:12]=[C:13]3[C:8](=[CH:9][CH:10]=2)[NH:7][C:6]([C:4]([O:3][CH2:1][CH3:2])=[O:5])=[CH:14]3)=[CH:16][CH:17]=1)[C:22]1[CH:27]=[CH:26][CH:25]=[CH:24][CH:23]=1. (3) Given the reactants [F:1][C:2]([F:32])([F:31])[O:3][C:4]1[CH:9]=[CH:8][C:7]([N:10]2[CH:14]=[N:13][C:12]([C:15]3[CH:30]=[CH:29][C:18]([CH2:19][CH2:20][NH:21][C:22](=[O:28])[O:23][C:24]([CH3:27])([CH3:26])[CH3:25])=[CH:17][CH:16]=3)=[N:11]2)=[CH:6][CH:5]=1.[CH:33]1([CH2:36]Br)[CH2:35][CH2:34]1, predict the reaction product. The product is: [C:24]([O:23][C:22](=[O:28])[N:21]([CH2:36][CH:33]1[CH2:35][CH2:34]1)[CH2:20][CH2:19][C:18]1[CH:29]=[CH:30][C:15]([C:12]2[N:13]=[CH:14][N:10]([C:7]3[CH:6]=[CH:5][C:4]([O:3][C:2]([F:1])([F:31])[F:32])=[CH:9][CH:8]=3)[N:11]=2)=[CH:16][CH:17]=1)([CH3:25])([CH3:26])[CH3:27]. (4) Given the reactants [F:1][C:2]1[CH:3]=[C:4]([CH:17]=[CH:18][CH:19]=1)[CH2:5][NH:6][C:7]([NH:9][C:10]1[S:11][CH:12]=[C:13]([CH2:15]I)[N:14]=1)=[O:8].[Na].[CH3:21][C:22]1[C:23]([OH:28])=[N:24][CH:25]=[CH:26][N:27]=1.O, predict the reaction product. The product is: [F:1][C:2]1[CH:3]=[C:4]([CH:17]=[CH:18][CH:19]=1)[CH2:5][NH:6][C:7]([NH:9][C:10]1[S:11][CH:12]=[C:13]([CH2:15][O:28][C:23]2[C:22]([CH3:21])=[N:27][CH:26]=[CH:25][N:24]=2)[N:14]=1)=[O:8]. (5) Given the reactants [C:1]([O:5][C:6](=[O:18])[NH:7][CH:8]([C:11]1[CH:16]=[CH:15][CH:14]=[C:13]([Cl:17])[CH:12]=1)[CH2:9][OH:10])([CH3:4])([CH3:3])[CH3:2].[F:19][C:20]1[CH:25]=[CH:24][C:23]([NH2:26])=[CH:22][CH:21]=1.CCN=C=NCCCN(C)C.C1C=CC2N(O)N=NC=2C=1.CCN(C(C)C)C(C)C, predict the reaction product. The product is: [C:1]([O:5][C:6](=[O:18])[NH:7][CH:8]([C:11]1[CH:16]=[CH:15][CH:14]=[C:13]([Cl:17])[CH:12]=1)[C:9](=[O:10])[NH:26][C:23]1[CH:24]=[CH:25][C:20]([F:19])=[CH:21][CH:22]=1)([CH3:4])([CH3:2])[CH3:3]. (6) Given the reactants [Cl:1][C:2]1[CH:7]=[CH:6][C:5]([O:8][C:9]2[CH:16]=[CH:15][C:12]([CH:13]=O)=[CH:11][CH:10]=2)=[CH:4][C:3]=1[CH3:17].[H-].[Na+].[CH2:20]1COCC1, predict the reaction product. The product is: [Cl:1][C:2]1[CH:7]=[CH:6][C:5]([O:8][C:9]2[CH:16]=[CH:15][C:12]([CH:13]=[CH2:20])=[CH:11][CH:10]=2)=[CH:4][C:3]=1[CH3:17].